This data is from Full USPTO retrosynthesis dataset with 1.9M reactions from patents (1976-2016). The task is: Predict the reactants needed to synthesize the given product. (1) Given the product [C@H:6]12[CH2:7][C@H:8]1[CH2:9][C@@H:4]([C:2]([NH2:1])=[O:3])[NH:5]2, predict the reactants needed to synthesize it. The reactants are: [NH2:1][C:2]([C@@H:4]1[CH2:9][C@H:8]2[C@H:6]([CH2:7]2)[N:5]1C(OC(C)(C)C)=O)=[O:3].C1COCC1.Cl. (2) Given the product [C:7]([N:6]1[C:2]2[C:26](=[O:27])[NH:25][C:12]3([CH2:17][CH2:16][N:15]([C:18]([O:20][C:21]([CH3:23])([CH3:22])[CH3:24])=[O:19])[CH2:14][CH2:13]3)[CH2:11][C:3]=2[CH:4]=[N:5]1)([CH3:9])([CH3:10])[CH3:8], predict the reactants needed to synthesize it. The reactants are: Br[C:2]1[N:6]([C:7]([CH3:10])([CH3:9])[CH3:8])[N:5]=[CH:4][C:3]=1[CH2:11][C:12]1([N:25]=[C:26]=[O:27])[CH2:17][CH2:16][N:15]([C:18]([O:20][C:21]([CH3:24])([CH3:23])[CH3:22])=[O:19])[CH2:14][CH2:13]1.C([Li])(C)(C)C. (3) Given the product [Cl:1][C:2]1[C:10]([C:23]2[CH:24]=[N:25][CH:26]=[C:27]([O:29][CH2:30][CH3:31])[CH:28]=2)=[CH:9][CH:8]=[C:7]2[C:3]=1[CH2:4][C:5](=[O:21])[N:6]2[CH3:20], predict the reactants needed to synthesize it. The reactants are: [Cl:1][C:2]1[C:10](B2OC(C)(C)C(C)(C)O2)=[CH:9][CH:8]=[C:7]2[C:3]=1[CH2:4][C:5](=[O:21])[N:6]2[CH3:20].Br[C:23]1[CH:24]=[N:25][CH:26]=[C:27]([O:29][CH2:30][CH3:31])[CH:28]=1.COCCOC.C(=O)([O-])[O-].[Na+].[Na+]. (4) Given the product [N:25]1([C:28]2[C:33]([NH:34][C:2]3[C:11]4[C:6](=[CH:7][C:8]([F:12])=[CH:9][CH:10]=4)[N:5]=[C:4]([C:13]4[CH:18]=[CH:17][CH:16]=[CH:15][N:14]=4)[C:3]=3[CH:19]([CH3:21])[CH3:20])=[CH:32][C:31]([N:35]3[CH2:36][CH2:37][O:38][CH2:39][CH2:40]3)=[CH:30][N:29]=2)[CH2:24][CH2:23][O:22][CH2:27][CH2:26]1, predict the reactants needed to synthesize it. The reactants are: Cl[C:2]1[C:11]2[C:6](=[CH:7][C:8]([F:12])=[CH:9][CH:10]=2)[N:5]=[C:4]([C:13]2[CH:18]=[CH:17][CH:16]=[CH:15][N:14]=2)[C:3]=1[CH:19]([CH3:21])[CH3:20].[O:22]1[CH2:27][CH2:26][N:25]([C:28]2[C:33]([NH2:34])=[CH:32][C:31]([N:35]3[CH2:40][CH2:39][O:38][CH2:37][CH2:36]3)=[CH:30][N:29]=2)[CH2:24][CH2:23]1. (5) The reactants are: Br[C:2]1[C:3]2[C:4]3[CH2:15][CH2:14][N:13]([C:16]([O:18][C:19]([CH3:22])([CH3:21])[CH3:20])=[O:17])[CH2:12][CH2:11][C:5]=3[NH:6][C:7]=2[CH:8]=[CH:9][CH:10]=1.[CH2:23](COC)OC.C([O-])([O-])=O.[Na+].[Na+].C(OCC)(=O)C.[CH3:41][CH2:42][CH2:43][CH2:44][CH2:45][CH3:46]. Given the product [CH3:23][C:43]1[CH:42]=[CH:41][CH:46]=[CH:45][C:44]=1[C:2]1[C:3]2[C:4]3[CH2:15][CH2:14][N:13]([C:16]([O:18][C:19]([CH3:21])([CH3:20])[CH3:22])=[O:17])[CH2:12][CH2:11][C:5]=3[NH:6][C:7]=2[CH:8]=[CH:9][CH:10]=1, predict the reactants needed to synthesize it. (6) Given the product [ClH:22].[NH2:7][CH2:8][C:9]1[CH:10]=[C:11]([N:15]2[CH2:19][CH2:18][CH2:17][C:16]2=[O:20])[CH:12]=[CH:13][CH:14]=1, predict the reactants needed to synthesize it. The reactants are: C(OC(=O)[NH:7][CH2:8][C:9]1[CH:14]=[CH:13][CH:12]=[C:11]([N:15]2[CH2:19][CH2:18][CH2:17][C:16]2=[O:20])[CH:10]=1)(C)(C)C.[ClH:22]. (7) Given the product [C:6]([C:8]1[CH:13]=[CH:12][C:11]([NH:14][C:31](=[O:32])[C:30]2[CH:34]=[CH:35][C:27]([N:24]3[CH2:25][CH2:26][N:21]([CH2:20][CH2:19][CH2:18][OH:17])[CH2:22][CH2:23]3)=[CH:28][CH:29]=2)=[CH:10][CH:9]=1)([C:5]1[CH:15]=[CH:16][C:2]([NH:1][C:31](=[O:32])[C:30]2[CH:29]=[CH:28][C:27]([N:24]3[CH2:23][CH2:22][N:21]([CH2:20][CH2:19][CH2:18][OH:17])[CH2:26][CH2:25]3)=[CH:35][CH:34]=2)=[CH:3][CH:4]=1)=[O:7], predict the reactants needed to synthesize it. The reactants are: [NH2:1][C:2]1[CH:16]=[CH:15][C:5]([C:6]([C:8]2[CH:13]=[CH:12][C:11]([NH2:14])=[CH:10][CH:9]=2)=[O:7])=[CH:4][CH:3]=1.[OH:17][CH2:18][CH2:19][CH2:20][N:21]1[CH2:26][CH2:25][N:24]([C:27]2[CH:35]=[CH:34][C:30]([C:31]([O-])=[O:32])=[CH:29][CH:28]=2)[CH2:23][CH2:22]1.